From a dataset of Full USPTO retrosynthesis dataset with 1.9M reactions from patents (1976-2016). Predict the reactants needed to synthesize the given product. (1) Given the product [Cl:27][C:28]1[C:36]([C:37]([F:39])([F:40])[F:38])=[CH:35][CH:34]=[CH:33][C:29]=1[C:30]([N:11]1[CH2:12][CH2:13][N:8]([C:3]2[CH:4]=[CH:5][CH:6]=[CH:7][C:2]=2[CH3:1])[C:9](=[O:14])[CH2:10]1)=[O:31], predict the reactants needed to synthesize it. The reactants are: [CH3:1][C:2]1[CH:7]=[CH:6][CH:5]=[CH:4][C:3]=1[N:8]1[CH2:13][CH2:12][NH:11][CH2:10][C:9]1=[O:14].Cl.CN(C)CCCN=C=NCC.[Cl:27][C:28]1[C:36]([C:37]([F:40])([F:39])[F:38])=[CH:35][CH:34]=[CH:33][C:29]=1[C:30](O)=[O:31].C(O)(=O)CC(CC(O)=O)(C(O)=O)O. (2) Given the product [CH2:21]([O:20][C:18](=[O:19])[C:17]([CH3:24])([O:1][C:2]1[CH:9]=[CH:8][C:5]([CH:6]=[O:7])=[CH:4][CH:3]=1)[CH3:23])[CH3:22], predict the reactants needed to synthesize it. The reactants are: [OH:1][C:2]1[CH:9]=[CH:8][C:5]([CH:6]=[O:7])=[CH:4][CH:3]=1.C([O-])([O-])=O.[K+].[K+].Br[C:17]([CH3:24])([CH3:23])[C:18]([O:20][CH2:21][CH3:22])=[O:19].O. (3) Given the product [CH3:12][O:11][C:10]1[CH:9]=[CH:8][C:7]2[NH:13][C:18](=[O:22])[O:6][C:4](=[O:5])[C:3]=2[CH:2]=1, predict the reactants needed to synthesize it. The reactants are: N[C:2]1[C:10]([O:11][CH3:12])=[CH:9][CH:8]=[CH:7][C:3]=1[C:4]([OH:6])=[O:5].[N:13]1[CH:18]=CC=CC=1.ClC(Cl)([O:22]C(=O)OC(Cl)(Cl)Cl)Cl. (4) Given the product [C:38]([N:41]1[CH2:46][CH2:45][N:44]([C:23](=[O:24])[CH2:22][N:21]([CH2:26][CH:27]([CH3:29])[CH3:28])[C:19]([C:13]2[S:12][C:11]3=[N:10][C@:9]([C:31]4[CH:36]=[CH:35][C:34]([Cl:37])=[CH:33][CH:32]=4)([CH3:30])[C@@H:8]([C:5]4[CH:4]=[CH:3][C:2]([Cl:1])=[CH:7][CH:6]=4)[N:15]3[C:14]=2[CH:16]([CH3:18])[CH3:17])=[O:20])[CH2:43][CH2:42]1)(=[O:40])[CH3:39], predict the reactants needed to synthesize it. The reactants are: [Cl:1][C:2]1[CH:7]=[CH:6][C:5]([C@H:8]2[N:15]3[C:11]([S:12][C:13]([C:19]([N:21]([CH2:26][CH:27]([CH3:29])[CH3:28])[CH2:22][C:23](O)=[O:24])=[O:20])=[C:14]3[CH:16]([CH3:18])[CH3:17])=[N:10][C@:9]2([C:31]2[CH:36]=[CH:35][C:34]([Cl:37])=[CH:33][CH:32]=2)[CH3:30])=[CH:4][CH:3]=1.[C:38]([N:41]1[CH2:46][CH2:45][NH:44][CH2:43][CH2:42]1)(=[O:40])[CH3:39]. (5) Given the product [ClH:32].[ClH:32].[O:1]1[C:10]2[C:5](=[CH:6][CH:7]=[CH:8][CH:9]=2)[C@H:4]([NH:11][C:12]([C@@H:14]2[CH2:19][N:18]3[CH2:20][C:21]([F:23])([F:24])[CH2:22][C@@H:17]3[CH2:16][NH:15]2)=[O:13])[CH2:3][CH2:2]1, predict the reactants needed to synthesize it. The reactants are: [O:1]1[C:10]2[C:5](=[CH:6][CH:7]=[CH:8][CH:9]=2)[C@H:4]([NH:11][C:12]([C@@H:14]2[CH2:19][N:18]3[CH2:20][C:21]([F:24])([F:23])[CH2:22][C@@H:17]3[CH2:16][N:15]2C(OC(C)(C)C)=O)=[O:13])[CH2:3][CH2:2]1.[ClH:32].COC1CCCC1. (6) The reactants are: Br[C:2]1[CH:3]=[C:4]2[C:8](=[CH:9][C:10]=1[N+:11]([O-:13])=[O:12])[N:7]([C:14]([C:27]1[CH:32]=[CH:31][CH:30]=[CH:29][CH:28]=1)([C:21]1[CH:26]=[CH:25][CH:24]=[CH:23][CH:22]=1)[C:15]1[CH:20]=[CH:19][CH:18]=[CH:17][CH:16]=1)[N:6]=[C:5]2[C:33]1[CH:38]=[CH:37][N:36]=[C:35]([CH3:39])[CH:34]=1.[C:40]([O:44][CH3:45])(=[O:43])[CH:41]=[CH2:42].C1(C)C=CC=CC=1P(C1C=CC=CC=1C)C1C=CC=CC=1C.C(N(CC)CC)C. Given the product [CH3:39][C:35]1[CH:34]=[C:33]([C:5]2[C:4]3[C:8](=[CH:9][C:10]([N+:11]([O-:13])=[O:12])=[C:2](/[CH:42]=[CH:41]/[C:40]([O:44][CH3:45])=[O:43])[CH:3]=3)[N:7]([C:14]([C:21]3[CH:22]=[CH:23][CH:24]=[CH:25][CH:26]=3)([C:15]3[CH:20]=[CH:19][CH:18]=[CH:17][CH:16]=3)[C:27]3[CH:28]=[CH:29][CH:30]=[CH:31][CH:32]=3)[N:6]=2)[CH:38]=[CH:37][N:36]=1, predict the reactants needed to synthesize it. (7) Given the product [F:26][C:2]([F:1])([F:25])[CH2:3][CH2:4][CH:5]([C:9]1[CH:14]=[N:13][C:12]([C:15]2[CH:20]=[CH:19][C:18]([C:21]([F:22])([F:23])[F:24])=[CH:17][CH:16]=2)=[CH:11][CH:10]=1)[CH:6]=[O:7], predict the reactants needed to synthesize it. The reactants are: [F:1][C:2]([F:26])([F:25])[CH2:3][CH2:4][C:5]([C:9]1[CH:10]=[CH:11][C:12]([C:15]2[CH:20]=[CH:19][C:18]([C:21]([F:24])([F:23])[F:22])=[CH:17][CH:16]=2)=[N:13][CH:14]=1)=[CH:6][O:7]C.O1CCCC1.Cl.[OH-].[Na+].